Dataset: Reaction yield outcomes from USPTO patents with 853,638 reactions. Task: Predict the reaction yield, written as a fraction of the theoretical maximum amount of product (1.0 means a 100% yield; for example, 0.34 means a 34% yield). (1) The reactants are [F:1][C:2]([F:16])([CH2:12][CH2:13][CH2:14][CH3:15])[C:3](=[O:11])[CH2:4]P(=O)(OC)OC.O.[OH-].[Li+].O.[O:21]=[C:22]1[O:26][C@H:25]2[CH2:27][C@@H:28]([O:32][C:33]([C:35]3[CH:40]=[CH:39][CH:38]=[CH:37][CH:36]=3)=[O:34])[C@H:29]([CH:30]=O)[C@H:24]2[CH2:23]1. The catalyst is COC(C)(C)C. The product is [F:16][C:2]([F:1])([CH2:12][CH2:13][CH2:14][CH3:15])[C:3](=[O:11])/[CH:4]=[CH:30]/[C@@H:29]1[C@@H:24]2[C@@H:25]([O:26][C:22](=[O:21])[CH2:23]2)[CH2:27][C@H:28]1[O:32][C:33]([C:35]1[CH:40]=[CH:39][CH:38]=[CH:37][CH:36]=1)=[O:34]. The yield is 0.495. (2) The catalyst is CC(N(C)C)=O. The yield is 0.760. The product is [F:22][C:23]1[CH:24]=[CH:25][C:26]([NH:29][C:30]([C:32]2([C:35]([NH:37][C:38]3[CH:43]=[CH:42][C:41]([O:44][C:13]4[C:12]5[C:17](=[CH:18][C:9]([O:8][CH2:1][C:2]6[CH:7]=[CH:6][CH:5]=[CH:4][CH:3]=6)=[C:10]([O:20][CH3:21])[CH:11]=5)[N:16]=[CH:15][N:14]=4)=[C:40]([F:45])[CH:39]=3)=[O:36])[CH2:34][CH2:33]2)=[O:31])=[CH:27][CH:28]=1. The reactants are [CH2:1]([O:8][C:9]1[CH:18]=[C:17]2[C:12]([C:13](Cl)=[N:14][CH:15]=[N:16]2)=[CH:11][C:10]=1[O:20][CH3:21])[C:2]1[CH:7]=[CH:6][CH:5]=[CH:4][CH:3]=1.[F:22][C:23]1[CH:28]=[CH:27][C:26]([NH:29][C:30]([C:32]2([C:35]([NH:37][C:38]3[CH:43]=[CH:42][C:41]([OH:44])=[C:40]([F:45])[CH:39]=3)=[O:36])[CH2:34][CH2:33]2)=[O:31])=[CH:25][CH:24]=1.C(=O)([O-])[O-].[K+].[K+]. (3) The reactants are [CH3:1][O:2][C:3]1[CH:4]=[C:5]2[C:10](=[CH:11][C:12]=1[O:13][CH3:14])[N:9]=[CH:8][CH:7]=[C:6]2[O:15][C:16]1[CH:22]=[CH:21][C:19]([NH2:20])=[CH:18][CH:17]=1.C1(C)C=CC=CC=1.C(N(CC)CC)C.ClC(Cl)(O[C:41](=[O:47])[O:42][C:43](Cl)(Cl)Cl)Cl.[Cl:49][C:50]1[CH:55]=[CH:54][C:53]([S:56][CH2:57][CH2:58]CO)=[C:52]([CH3:61])[CH:51]=1. The catalyst is C(Cl)Cl. The product is [CH3:1][O:2][C:3]1[CH:4]=[C:5]2[C:10](=[CH:11][C:12]=1[O:13][CH3:14])[N:9]=[CH:8][CH:7]=[C:6]2[O:15][C:16]1[CH:22]=[CH:21][C:19]([NH:20][C:41](=[O:47])[O:42][CH2:43][CH2:58][CH2:57][S:56][C:53]2[CH:54]=[CH:55][C:50]([Cl:49])=[CH:51][C:52]=2[CH3:61])=[CH:18][CH:17]=1. The yield is 0.690. (4) The reactants are [NH:1]1[CH2:6][CH2:5][CH:4]([C:7]2[N:12]=[CH:11][C:10]([NH:13][C:14]3[N:19]=[C:18]([CH2:20][CH2:21][C:22]4[CH:27]=[CH:26][CH:25]=[CH:24][C:23]=4[C:28]4([C:31]([NH2:33])=[O:32])[CH2:30][CH2:29]4)[C:17]([C:34]([F:37])([F:36])[F:35])=[CH:16][N:15]=3)=[CH:9][CH:8]=2)[CH2:3][CH2:2]1.C=O.[C:40](O[BH-](OC(=O)C)OC(=O)C)(=O)C.[Na+]. The catalyst is CO. The product is [CH3:40][N:1]1[CH2:2][CH2:3][CH:4]([C:7]2[N:12]=[CH:11][C:10]([NH:13][C:14]3[N:19]=[C:18]([CH2:20][CH2:21][C:22]4[CH:27]=[CH:26][CH:25]=[CH:24][C:23]=4[C:28]4([C:31]([NH2:33])=[O:32])[CH2:29][CH2:30]4)[C:17]([C:34]([F:35])([F:37])[F:36])=[CH:16][N:15]=3)=[CH:9][CH:8]=2)[CH2:5][CH2:6]1. The yield is 0.290. (5) The reactants are [F:1][C:2]1[CH:10]=[CH:9][C:8]([CH:11]=[O:12])=[CH:7][C:3]=1[C:4](O)=[O:5].S(Cl)(Cl)=O.[CH3:17][NH:18][CH3:19]. The catalyst is C(Cl)Cl. The product is [F:1][C:2]1[CH:10]=[CH:9][C:8]([CH:11]=[O:12])=[CH:7][C:3]=1[C:4]([N:18]([CH3:19])[CH3:17])=[O:5]. The yield is 0.760. (6) The reactants are C(OC([N:8]1[CH2:13][CH2:12][O:11][CH2:10][CH:9]1[CH2:14][O:15][C:16]([N:18]1[CH2:23][CH2:22][N:21]([C:24]2[CH:29]=[CH:28][C:27]([F:30])=[CH:26][CH:25]=2)[CH2:20][CH2:19]1)=[O:17])=O)(C)(C)C.C(O)(C(F)(F)F)=O. The catalyst is C(Cl)Cl. The product is [F:30][C:27]1[CH:28]=[CH:29][C:24]([N:21]2[CH2:20][CH2:19][N:18]([C:16]([O:15][CH2:14][CH:9]3[CH2:10][O:11][CH2:12][CH2:13][NH:8]3)=[O:17])[CH2:23][CH2:22]2)=[CH:25][CH:26]=1. The yield is 0.960. (7) The reactants are C(=O)=O.[CH3:4][C:5](C)=O.N#N.C([Zn]CC)C.[CH3:15][O:16][C:17]1[CH:25]=[C:24]2[C:20]([CH2:21][CH2:22][C:23]2=[C:26]2[C:31](=[O:32])[O:30][C:29]([CH3:34])([CH3:33])[O:28][C:27]2=[O:35])=[CH:19][CH:18]=1. The catalyst is COCCOC.FC(F)(F)S([O-])(=O)=O.[Cu+2].FC(F)(F)S([O-])(=O)=O. The product is [CH2:4]([C:23]1([CH:26]2[C:27](=[O:35])[O:28][C:29]([CH3:33])([CH3:34])[O:30][C:31]2=[O:32])[C:24]2[C:20](=[CH:19][CH:18]=[C:17]([O:16][CH3:15])[CH:25]=2)[CH2:21][CH2:22]1)[CH3:5]. The yield is 0.400. (8) The reactants are C(=O)([O-])[O-].[Cs+].[Cs+].[Br:7][C:8]1[CH:16]=[C:15]2[C:11]([CH2:12][C:13](=[O:24])[N:14]2C(OC(C)(C)C)=O)=[CH:10][CH:9]=1.I[CH2:26][CH2:27][N:28]([CH2:33][CH2:34]I)[S:29]([CH3:32])(=[O:31])=[O:30].C(O)(=O)C. The catalyst is CN(C=O)C.O.C(OCC)(=O)C. The product is [Br:7][C:8]1[CH:16]=[C:15]2[NH:14][C:13](=[O:24])[C:12]3([CH2:34][CH2:33][N:28]([S:29]([CH3:32])(=[O:31])=[O:30])[CH2:27][CH2:26]3)[C:11]2=[CH:10][CH:9]=1. The yield is 0.290. (9) The reactants are Br[C:2]1[CH:7]=[CH:6][C:5]([F:8])=[CH:4][N:3]=1.C([Sn](CCCC)(CCCC)[C:14]([O:16][CH2:17][CH3:18])=[CH2:15])CCC. The catalyst is CC#N.CCOC(C)=O.[Cu]I.Cl[Pd](Cl)([P](C1C=CC=CC=1)(C1C=CC=CC=1)C1C=CC=CC=1)[P](C1C=CC=CC=1)(C1C=CC=CC=1)C1C=CC=CC=1. The product is [CH2:17]([O:16][C:14]([C:2]1[CH:7]=[CH:6][C:5]([F:8])=[CH:4][N:3]=1)=[CH2:15])[CH3:18]. The yield is 0.900. (10) The reactants are [CH3:1][I:2].[C:3]1([N:9]2[CH:13]=[N:12][CH:11]=[N:10]2)[CH:8]=[CH:7][CH:6]=[CH:5][CH:4]=1. The catalyst is C(#N)C. The product is [I-:2].[C:3]1([N+:9]2[N:10]=[CH:11][N:12]([CH3:1])[CH:13]=2)[CH:4]=[CH:5][CH:6]=[CH:7][CH:8]=1. The yield is 0.410.